This data is from Full USPTO retrosynthesis dataset with 1.9M reactions from patents (1976-2016). The task is: Predict the reactants needed to synthesize the given product. (1) Given the product [CH3:30][C:21]1([CH3:29])[C:22]2[C:27](=[CH:26][C:25]([B:31]3[O:35][C:34]([CH3:37])([CH3:36])[C:33]([CH3:39])([CH3:38])[O:32]3)=[CH:24][CH:23]=2)[N:19]([C:6]2[C:5]3[C:10](=[CH:11][C:2]([F:1])=[CH:3][CH:4]=3)[N:9]=[C:8]([C:12]3[CH:17]=[CH:16][CH:15]=[CH:14][N:13]=3)[C:7]=2[CH3:18])[CH2:20]1, predict the reactants needed to synthesize it. The reactants are: [F:1][C:2]1[CH:11]=[C:10]2[C:5]([C:6]([N:19]3[C:27]4[C:22](=[CH:23][CH:24]=[C:25](I)[CH:26]=4)[C:21]([CH3:30])([CH3:29])[CH2:20]3)=[C:7]([CH3:18])[C:8]([C:12]3[CH:17]=[CH:16][CH:15]=[CH:14][N:13]=3)=[N:9]2)=[CH:4][CH:3]=1.[B:31]1([B:31]2[O:35][C:34]([CH3:37])([CH3:36])[C:33]([CH3:39])([CH3:38])[O:32]2)[O:35][C:34]([CH3:37])([CH3:36])[C:33]([CH3:39])([CH3:38])[O:32]1.C([O-])(=O)C.[K+].O1CCOCC1. (2) The reactants are: Br[C:2]12[CH2:11][CH:6]3[CH2:7][CH:8]([CH2:10][CH:4]([CH:5]3[NH:12][C:13]3[C:18]([C:19]([NH2:21])=[O:20])=[CH:17][N:16]=[C:15]4[NH:22][CH:23]=[CH:24][C:14]=34)[CH2:3]1)[CH2:9]2.[CH2:25]([C:28]#[N:29])[CH2:26][OH:27]. Given the product [C:28]([CH2:25][CH2:26][O:27][C:2]12[CH2:11][CH:6]3[CH2:7][CH:8]([CH2:10][CH:4]([CH:5]3[NH:12][C:13]3[C:18]([C:19]([NH2:21])=[O:20])=[CH:17][N:16]=[C:15]4[NH:22][CH:23]=[CH:24][C:14]=34)[CH2:3]1)[CH2:9]2)#[N:29], predict the reactants needed to synthesize it. (3) Given the product [O:25]1[CH:24]=[CH:23][CH:22]=[C:21]1[CH2:20][NH:26][C:3]1[S:4]/[C:5](=[CH:9]\[C:10]2[CH:11]=[C:12]3[C:17](=[CH:18][CH:19]=2)[N:16]=[CH:15][CH:14]=[CH:13]3)/[C:6](=[O:8])[N:7]=1, predict the reactants needed to synthesize it. The reactants are: CS[C:3]1[S:4]/[C:5](=[CH:9]\[C:10]2[CH:11]=[C:12]3[C:17](=[CH:18][CH:19]=2)[N:16]=[CH:15][CH:14]=[CH:13]3)/[C:6](=[O:8])[N:7]=1.[CH2:20]([NH2:26])[C:21]1[O:25][CH:24]=[CH:23][CH:22]=1.CCN(C(C)C)C(C)C. (4) Given the product [CH3:39][S:40]([O:25][C@@H:22]1[CH2:23][CH2:24][N:20]([CH2:6][CH2:7][C:8]2[CH:13]=[CH:12][CH:11]=[C:10]([N:14]3[CH2:15][CH2:16][CH2:17][CH2:18]3)[CH:9]=2)[CH2:21]1)(=[O:42])=[O:41], predict the reactants needed to synthesize it. The reactants are: S(O[CH2:6][CH2:7][C:8]1[CH:13]=[CH:12][CH:11]=[C:10]([N:14]2[CH2:18][CH2:17][CH2:16][CH2:15]2)[CH:9]=1)(=O)(=O)C.Cl.[NH:20]1[CH2:24][CH2:23][C@H:22]([OH:25])[CH2:21]1.C(=O)([O-])[O-].[K+].[K+].C(N(CC)CC)C.[CH3:39][S:40](Cl)(=[O:42])=[O:41].C(=O)([O-])O.[Na+]. (5) The reactants are: [N:1]1([C:7]2[CH:17]=[CH:16][C:10]([C:11]([O:13][CH2:14][CH3:15])=[O:12])=[CH:9][CH:8]=2)[CH2:6][CH2:5][NH:4][CH2:3][CH2:2]1.[C:18]1([C:24]([C:28]2[CH:33]=[CH:32][CH:31]=[CH:30][CH:29]=2)=[CH:25][CH:26]=O)[CH:23]=[CH:22][CH:21]=[CH:20][CH:19]=1.C([BH3-])#N. Given the product [C:18]1([C:24]([C:28]2[CH:29]=[CH:30][CH:31]=[CH:32][CH:33]=2)=[CH:25][CH2:26][N:4]2[CH2:3][CH2:2][N:1]([C:7]3[CH:8]=[CH:9][C:10]([C:11]([O:13][CH2:14][CH3:15])=[O:12])=[CH:16][CH:17]=3)[CH2:6][CH2:5]2)[CH:23]=[CH:22][CH:21]=[CH:20][CH:19]=1, predict the reactants needed to synthesize it.